From a dataset of Catalyst prediction with 721,799 reactions and 888 catalyst types from USPTO. Predict which catalyst facilitates the given reaction. (1) Reactant: Cl[C:2]1[CH:7]=[CH:6][C:5]([C:8]([F:11])([F:10])[F:9])=[CH:4][N:3]=1.[C:12]([N:15]1[C:24]2[C:19](=[CH:20][C:21]([C:25]3[CH:30]=[CH:29][C:28]([CH2:31][N:32]4[CH2:37][CH2:36][CH2:35][CH2:34][CH2:33]4)=[CH:27][CH:26]=3)=[CH:22][CH:23]=2)[C@H:18]([NH2:38])[CH2:17][C@@H:16]1[CH3:39])(=[O:14])[CH3:13].C1C=CC(P(C2C(C3C(P(C4C=CC=CC=4)C4C=CC=CC=4)=CC=C4C=3C=CC=C4)=C3C(C=CC=C3)=CC=2)C2C=CC=CC=2)=CC=1.CC(C)([O-:89])C.[Na+]. Product: [CH:12]([OH:14])=[O:89].[C:12]([N:15]1[C:24]2[C:19](=[CH:20][C:21]([C:25]3[CH:30]=[CH:29][C:28]([CH2:31][N:32]4[CH2:37][CH2:36][CH2:35][CH2:34][CH2:33]4)=[CH:27][CH:26]=3)=[CH:22][CH:23]=2)[C@H:18]([NH:38][C:2]2[CH:7]=[CH:6][C:5]([C:8]([F:11])([F:10])[F:9])=[CH:4][N:3]=2)[CH2:17][C@@H:16]1[CH3:39])(=[O:14])[CH3:13]. The catalyst class is: 187. (2) Reactant: [CH3:1][O:2][C:3]1[CH:4]=[C:5]([OH:13])[C:6](=[CH:11][CH:12]=1)[C:7]([O:9][CH3:10])=[O:8].C([O-])([O-])=O.[Cs+].[Cs+].[CH2:20](Br)[CH:21]=[CH2:22]. Product: [CH2:22]([O:13][C:5]1[CH:4]=[C:3]([O:2][CH3:1])[CH:12]=[CH:11][C:6]=1[C:7]([O:9][CH3:10])=[O:8])[CH:21]=[CH2:20]. The catalyst class is: 31. (3) Reactant: [N+:1]([C:4]1[CH:5]=[C:6]([CH:22]=[CH:23][CH:24]=1)[CH2:7][O:8][C:9]1[CH:10]=[C:11]2[C:15](=[CH:16][CH:17]=1)[N:14]([CH3:18])[C:13]([NH2:19])=[C:12]2[C:20]#[N:21])([O-])=O.C([O-])([O-])=O.[K+].[K+]. Product: [NH2:1][C:4]1[CH:5]=[C:6]([CH:22]=[CH:23][CH:24]=1)[CH2:7][O:8][C:9]1[CH:10]=[C:11]2[C:15](=[CH:16][CH:17]=1)[N:14]([CH3:18])[C:13]([NH2:19])=[C:12]2[C:20]#[N:21]. The catalyst class is: 458. (4) Reactant: [OH:1][CH:2]1[CH2:7][CH2:6][N:5]([C:8]([O:10][C:11]([CH3:14])([CH3:13])[CH3:12])=[O:9])[CH2:4][CH2:3]1.[H-].[Na+].[Cl:17][C:18]1[N:23]=[C:22](Cl)[CH:21]=[CH:20][N:19]=1. Product: [Cl:17][C:18]1[N:23]=[C:22]([O:1][CH:2]2[CH2:3][CH2:4][N:5]([C:8]([O:10][C:11]([CH3:14])([CH3:13])[CH3:12])=[O:9])[CH2:6][CH2:7]2)[CH:21]=[CH:20][N:19]=1. The catalyst class is: 3. (5) Reactant: [NH2:1][C:2]1[N:7]=[CH:6][N:5]=[C:4]2[N:8]([CH:29]3[CH2:34][CH2:33][N:32](C(OC(C)(C)C)=O)[CH2:31][CH2:30]3)[N:9]=[C:10]([C:11]3[CH:16]=[CH:15][C:14]([NH:17][C:18]([NH:20][C:21]4[CH:22]=[C:23]([CH3:27])[CH:24]=[CH:25][CH:26]=4)=[O:19])=[C:13]([F:28])[CH:12]=3)[C:3]=12.[ClH:42].[Cl:43]CCl. Product: [ClH:43].[ClH:42].[NH2:1][C:2]1[N:7]=[CH:6][N:5]=[C:4]2[N:8]([CH:29]3[CH2:34][CH2:33][NH:32][CH2:31][CH2:30]3)[N:9]=[C:10]([C:11]3[CH:16]=[CH:15][C:14]([NH:17][C:18]([NH:20][C:21]4[CH:26]=[CH:25][CH:24]=[C:23]([CH3:27])[CH:22]=4)=[O:19])=[C:13]([F:28])[CH:12]=3)[C:3]=12. The catalyst class is: 21. (6) Reactant: [CH2:1]([C:4]1([OH:12])[CH2:9][CH2:8][S:7](=[O:11])(=[O:10])[CH2:6][CH2:5]1)[CH:2]=C.N1C(C)=CC=CC=1C.I([O-])(=O)(=O)=[O:22].[Na+].Cl. Product: [OH:12][C:4]1([CH2:1][CH:2]=[O:22])[CH2:9][CH2:8][S:7](=[O:11])(=[O:10])[CH2:6][CH2:5]1. The catalyst class is: 785. (7) Reactant: [O:1]=[C:2]1[N:6]([CH:7]([CH2:11][C:12]2[CH:17]=[CH:16][CH:15]=[CH:14][CH:13]=2)[C:8]([OH:10])=[O:9])[C:5](=[S:18])[NH:4][CH2:3]1.[Cl:19][C:20]1[CH:25]=[CH:24][C:23]([C:26]2[S:30][C:29]([CH:31]=O)=[CH:28][CH:27]=2)=[CH:22][CH:21]=1.NCCC(O)=O.CO.C(Cl)Cl. Product: [Cl:19][C:20]1[CH:21]=[CH:22][C:23]([C:26]2[S:30][C:29]([CH:31]=[C:3]3[C:2](=[O:1])[N:6]([CH:7]([CH2:11][C:12]4[CH:17]=[CH:16][CH:15]=[CH:14][CH:13]=4)[C:8]([OH:10])=[O:9])[C:5](=[S:18])[NH:4]3)=[CH:28][CH:27]=2)=[CH:24][CH:25]=1. The catalyst class is: 15.